This data is from Catalyst prediction with 721,799 reactions and 888 catalyst types from USPTO. The task is: Predict which catalyst facilitates the given reaction. Reactant: [CH3:1][O:2][C:3]1[CH:9]=[C:8]([O:10][CH3:11])[C:7]([O:12][CH3:13])=[CH:6][C:4]=1[NH2:5].[C:14](Cl)(Cl)=[O:15]. Product: [N:5]([C:4]1[CH:6]=[C:7]([O:12][CH3:13])[C:8]([O:10][CH3:11])=[CH:9][C:3]=1[O:2][CH3:1])=[C:14]=[O:15]. The catalyst class is: 25.